From a dataset of Catalyst prediction with 721,799 reactions and 888 catalyst types from USPTO. Predict which catalyst facilitates the given reaction. (1) Reactant: [NH2:1][C:2]1[CH:14]=[C:13]([CH2:15][CH2:16][C:17]2[CH:22]=[CH:21][CH:20]=[CH:19][CH:18]=2)[CH:12]=[CH:11][C:3]=1[C:4]([O:6][C:7]([CH3:10])([CH3:9])[CH3:8])=[O:5].C1(P(C2CCCCC2)C2C=CC=CC=2C2C(C(C)C)=CC(C(C)C)=CC=2C(C)C)CCCCC1.C(=O)([O-])[O-].[Cs+].[Cs+].Br[C:64]1[CH:65]=[CH:66][C:67]2[O:71][CH:70]=[CH:69][C:68]=2[CH:72]=1. Product: [O:71]1[C:67]2[CH:66]=[CH:65][C:64]([NH:1][C:2]3[CH:14]=[C:13]([CH2:15][CH2:16][C:17]4[CH:18]=[CH:19][CH:20]=[CH:21][CH:22]=4)[CH:12]=[CH:11][C:3]=3[C:4]([O:6][C:7]([CH3:10])([CH3:9])[CH3:8])=[O:5])=[CH:72][C:68]=2[CH:69]=[CH:70]1. The catalyst class is: 187. (2) The catalyst class is: 9. Product: [C:13]([C:15]1[C:16]([NH:33][C:34]2[CH:39]=[C:38]([O:40][CH3:41])[C:37]([Cl:42])=[CH:36][C:35]=2[Cl:43])=[C:17]2[S:23][C:22]([C:24]3[CH:32]=[CH:31][C:27]([C:28]([NH2:3])=[O:30])=[CH:26][CH:25]=3)=[CH:21][C:18]2=[N:19][CH:20]=1)#[N:14]. Reactant: C(N1C=CN=C1)([N:3]1C=CN=C1)=O.[C:13]([C:15]1[C:16]([NH:33][C:34]2[CH:39]=[C:38]([O:40][CH3:41])[C:37]([Cl:42])=[CH:36][C:35]=2[Cl:43])=[C:17]2[S:23][C:22]([C:24]3[CH:32]=[CH:31][C:27]([C:28]([OH:30])=O)=[CH:26][CH:25]=3)=[CH:21][C:18]2=[N:19][CH:20]=1)#[N:14].